This data is from Reaction yield outcomes from USPTO patents with 853,638 reactions. The task is: Predict the reaction yield, written as a fraction of the theoretical maximum amount of product (1.0 means a 100% yield; for example, 0.34 means a 34% yield). (1) The reactants are [C:1]([NH:4][C@@H:5]([CH2:10][C:11]1[CH:16]=[CH:15][C:14]([Sn](C)(C)C)=[CH:13][CH:12]=1)[C:6]([O:8][CH3:9])=[O:7])(=[O:3])[CH3:2].Br[C:22]1[C:23]2[C:28]([CH:29]=[C:30]3[C:35]=1[CH:34]=[CH:33][CH:32]=[CH:31]3)=[CH:27][CH:26]=[CH:25][CH:24]=2.C1(C)C=CC=CC=1P(C1C=CC=CC=1C)C1C=CC=CC=1C.N#N. The catalyst is CN(C=O)C.C(OCC)C.C([O-])(=O)C.[Pd+2].C([O-])(=O)C.CO.C(Cl)Cl. The product is [C:1]([NH:4][C@@H:5]([CH2:10][C:11]1[CH:16]=[CH:15][C:14]([C:22]2[C:35]3[C:30]([CH:29]=[C:28]4[C:23]=2[CH:24]=[CH:25][CH:26]=[CH:27]4)=[CH:31][CH:32]=[CH:33][CH:34]=3)=[CH:13][CH:12]=1)[C:6]([O:8][CH3:9])=[O:7])(=[O:3])[CH3:2]. The yield is 0.670. (2) The reactants are [Cl:1][C:2]1[CH:7]=[CH:6][CH:5]=[C:4]([Cl:8])[C:3]=1[NH:9][C:10]([N:12]1[CH2:19][C:18]2[C:14](=[N:15][NH:16][C:17]=2[NH:20][C:21](=[O:31])[C:22]2[CH:30]=[CH:29][C:25]([C:26]([OH:28])=O)=[CH:24][CH:23]=2)[C:13]1([CH3:33])[CH3:32])=[O:11].[CH3:34][N:35]1[CH2:40][CH2:39][CH:38]([NH2:41])[CH2:37][CH2:36]1.F[B-](F)(F)F.N1(OC(N(C)C)=[N+](C)C)C2C=CC=CC=2N=N1. The catalyst is C(Cl)Cl. The product is [Cl:1][C:2]1[CH:7]=[CH:6][CH:5]=[C:4]([Cl:8])[C:3]=1[NH:9][C:10]([N:12]1[CH2:19][C:18]2[C:17]([NH:20][C:21](=[O:31])[C:22]3[CH:23]=[CH:24][C:25]([C:26]([NH:41][CH:38]4[CH2:39][CH2:40][N:35]([CH3:34])[CH2:36][CH2:37]4)=[O:28])=[CH:29][CH:30]=3)=[N:16][NH:15][C:14]=2[C:13]1([CH3:32])[CH3:33])=[O:11]. The yield is 0.550. (3) The reactants are C[Al](C)C.[CH3:5][O:6][C:7]1[CH:8]=[C:9]([CH2:15][CH2:16][C:17]2[CH:18]=[C:19]([NH2:22])[NH:20][N:21]=2)[CH:10]=[C:11]([O:13][CH3:14])[CH:12]=1.[CH3:23][N:24]1[CH2:29][CH2:28][N:27]([C:30]2[N:35]=[CH:34][C:33]([C:36](OC)=[O:37])=[CH:32][N:31]=2)[CH2:26][C:25]1=[O:40].Cl. The catalyst is C1(C)C=CC=CC=1.CO. The product is [CH3:14][O:13][C:11]1[CH:10]=[C:9]([CH2:15][CH2:16][C:17]2[CH:18]=[C:19]([NH:22][C:36]([C:33]3[CH:32]=[N:31][C:30]([N:27]4[CH2:28][CH2:29][N:24]([CH3:23])[C:25](=[O:40])[CH2:26]4)=[N:35][CH:34]=3)=[O:37])[NH:20][N:21]=2)[CH:8]=[C:7]([O:6][CH3:5])[CH:12]=1. The yield is 0.450. (4) The reactants are [CH2:1]([C:5]1[S:9][C:8]([CH:10]=[O:11])=[CH:7][CH:6]=1)[CH:2]([CH3:4])[CH3:3].[Br:12]Br.C(=O)(O)[O-].[Na+]. The catalyst is C(O)(=O)C. The product is [Br:12][C:6]1[CH:7]=[C:8]([CH:10]=[O:11])[S:9][C:5]=1[CH2:1][CH:2]([CH3:4])[CH3:3]. The yield is 0.520. (5) The reactants are [NH2:1][C:2]1[CH:10]=[CH:9][CH:8]=[C:7]2[C:3]=1[C:4](=[O:20])[N:5]([CH2:12][C:13]([O:15][C:16]([CH3:19])([CH3:18])[CH3:17])=[O:14])[C:6]2=[O:11].C(N(CC)CC)C.[CH3:28][S:29](Cl)(=[O:31])=[O:30]. The catalyst is C(Cl)Cl. The yield is 0.860. The product is [CH3:28][S:29]([N:1]([C:2]1[CH:10]=[CH:9][CH:8]=[C:7]2[C:3]=1[C:4](=[O:20])[N:5]([CH2:12][C:13]([O:15][C:16]([CH3:17])([CH3:19])[CH3:18])=[O:14])[C:6]2=[O:11])[S:29]([CH3:28])(=[O:31])=[O:30])(=[O:31])=[O:30]. (6) The reactants are FC(F)(F)S(O[C:7]1[N:29]=[CH:28][C:10]2[C:11]3[N:12]([CH:16]=[C:17]([C:19]4[N:23]([CH:24]([CH3:26])[CH3:25])[N:22]=[C:21]([CH3:27])[N:20]=4)[N:18]=3)[CH2:13][CH2:14][O:15][C:9]=2[CH:8]=1)(=O)=O.[CH2:32]([NH2:43])[C:33]1[CH:42]=[CH:41][C:38]([O:39][CH3:40])=[C:35]([O:36][CH3:37])[CH:34]=1.C(N(CC)CC)C. The catalyst is CN1CCCC1=O.O.CO.C(Cl)Cl. The product is [CH3:37][O:36][C:35]1[CH:34]=[C:33]([CH:42]=[CH:41][C:38]=1[O:39][CH3:40])[CH2:32][NH:43][C:7]1[N:29]=[CH:28][C:10]2[C:11]3[N:12]([CH:16]=[C:17]([C:19]4[N:23]([CH:24]([CH3:25])[CH3:26])[N:22]=[C:21]([CH3:27])[N:20]=4)[N:18]=3)[CH2:13][CH2:14][O:15][C:9]=2[CH:8]=1. The yield is 0.230. (7) The reactants are [F:1][C:2]([F:15])([F:14])[S:3](O[S:3]([C:2]([F:15])([F:14])[F:1])(=[O:5])=[O:4])(=[O:5])=[O:4].[O:16]1[C:25]2[C:20](=[CH:21][CH:22]=[CH:23][CH:24]=2)[C:19](=O)[CH2:18][CH2:17]1.C(C1C=C(C)C=C(C(C)(C)C)N=1)(C)(C)C.CCCCCC. The catalyst is ClCCl. The product is [F:1][C:2]([F:15])([F:14])[S:3]([C:19]1[C:20]2[C:25](=[CH:24][CH:23]=[CH:22][CH:21]=2)[O:16][CH2:17][CH:18]=1)(=[O:5])=[O:4]. The yield is 0.940. (8) The reactants are C(=O)([O-])[O-].[K+].[K+].Br[C:8]1[CH:17]=[CH:16][C:11]([C:12]([O:14][CH3:15])=[O:13])=[C:10]([Cl:18])[CH:9]=1.CC1(C)C(C)(C)OB([C:27]2[CH:28]=[N:29][C:30]([NH2:33])=[N:31][CH:32]=2)O1. The catalyst is O.C1(C)C=CC=CC=1.C(O)C.C1C=CC([P]([Pd]([P](C2C=CC=CC=2)(C2C=CC=CC=2)C2C=CC=CC=2)([P](C2C=CC=CC=2)(C2C=CC=CC=2)C2C=CC=CC=2)[P](C2C=CC=CC=2)(C2C=CC=CC=2)C2C=CC=CC=2)(C2C=CC=CC=2)C2C=CC=CC=2)=CC=1. The product is [NH2:33][C:30]1[N:31]=[CH:32][C:27]([C:8]2[CH:17]=[CH:16][C:11]([C:12]([O:14][CH3:15])=[O:13])=[C:10]([Cl:18])[CH:9]=2)=[CH:28][N:29]=1. The yield is 0.590.